From a dataset of HIV replication inhibition screening data with 41,000+ compounds from the AIDS Antiviral Screen. Binary Classification. Given a drug SMILES string, predict its activity (active/inactive) in a high-throughput screening assay against a specified biological target. (1) The drug is CSc1c2c(C)nnc-2[nH]n1-c1ccccc1. The result is 0 (inactive). (2) The compound is CC1CC(=O)C2CC(CO)=CCCC2C1(C)CCC(=CCO)CO. The result is 0 (inactive). (3) The molecule is O=C(CSSCC(=O)Nc1ccc(Br)cc1)Nc1ccc(Br)cc1. The result is 0 (inactive).